This data is from TCR-epitope binding with 47,182 pairs between 192 epitopes and 23,139 TCRs. The task is: Binary Classification. Given a T-cell receptor sequence (or CDR3 region) and an epitope sequence, predict whether binding occurs between them. (1) The epitope is TLIGDCATV. The TCR CDR3 sequence is CASSATGLGTGYTF. Result: 1 (the TCR binds to the epitope). (2) The epitope is QECVRGTTVL. The TCR CDR3 sequence is CASSLSRDTLYEQYF. Result: 1 (the TCR binds to the epitope). (3) The epitope is YYRRATRRIR. The TCR CDR3 sequence is CASSQDLGTGGLNYNQPQHF. Result: 0 (the TCR does not bind to the epitope). (4) The epitope is MMISAGFSL. The TCR CDR3 sequence is CASSSHEDRGSSSPLHF. Result: 0 (the TCR does not bind to the epitope).